From a dataset of Reaction yield outcomes from USPTO patents with 853,638 reactions. Predict the reaction yield, written as a fraction of the theoretical maximum amount of product (1.0 means a 100% yield; for example, 0.34 means a 34% yield). (1) The reactants are [CH3:1][O:2][C:3]1[CH:48]=[C:47]([O:49][CH3:50])[CH:46]=[CH:45][C:4]=1[CH2:5][NH:6][C:7]1[C:8]2[CH:15]=[CH:14][N:13]([C@H:16]3[C@@H:20]4[O:21][C:22]([CH3:25])([CH3:24])[O:23][C@@H:19]4[C@@H:18]([CH2:26][N:27]([CH:42]([CH3:44])[CH3:43])[CH2:28][CH2:29][CH2:30][CH2:31][C:32]([O:34]CC4C=CC=CC=4)=[O:33])[O:17]3)[C:9]=2[N:10]=[CH:11][N:12]=1.C1CC=CCC=1. The catalyst is C(O)C.[Pd]. The product is [CH3:1][O:2][C:3]1[CH:48]=[C:47]([O:49][CH3:50])[CH:46]=[CH:45][C:4]=1[CH2:5][NH:6][C:7]1[C:8]2[CH:15]=[CH:14][N:13]([C@H:16]3[C@@H:20]4[O:21][C:22]([CH3:24])([CH3:25])[O:23][C@@H:19]4[C@@H:18]([CH2:26][N:27]([CH:42]([CH3:44])[CH3:43])[CH2:28][CH2:29][CH2:30][CH2:31][C:32]([OH:34])=[O:33])[O:17]3)[C:9]=2[N:10]=[CH:11][N:12]=1. The yield is 1.04. (2) The reactants are [C:1]([C:3]1[CH:8]=[CH:7][C:6]([C@@H:9]2[C:14]([C:15]([OH:17])=[O:16])=[C:13]([CH3:18])[N:12]([C:19]3[CH:24]=[CH:23][CH:22]=[C:21]([C:25]([F:28])([F:27])[F:26])[CH:20]=3)[C:11](=[O:29])[NH:10]2)=[C:5]([S:30]([CH3:33])(=[O:32])=[O:31])[CH:4]=1)#[N:2].Br[CH2:35][CH2:36][OH:37].C(N(CC)CC)C. The catalyst is CN(C=O)C. The product is [C:1]([C:3]1[CH:8]=[CH:7][C:6]([C@@H:9]2[C:14]([C:15]([O:17][CH2:35][CH2:36][OH:37])=[O:16])=[C:13]([CH3:18])[N:12]([C:19]3[CH:24]=[CH:23][CH:22]=[C:21]([C:25]([F:27])([F:28])[F:26])[CH:20]=3)[C:11](=[O:29])[NH:10]2)=[C:5]([S:30]([CH3:33])(=[O:31])=[O:32])[CH:4]=1)#[N:2]. The yield is 0.940. (3) The reactants are [OH-].[K+].[O:3]=[C:4]1[CH2:10][CH2:9][N:8]([C:11]([O:13][CH2:14][C:15]2[CH:20]=[CH:19][CH:18]=[CH:17][CH:16]=2)=[O:12])[CH2:7][CH2:6][CH:5]1C(OCC)=O. The catalyst is O.C(O)C. The product is [O:3]=[C:4]1[CH2:5][CH2:6][CH2:7][N:8]([C:11]([O:13][CH2:14][C:15]2[CH:16]=[CH:17][CH:18]=[CH:19][CH:20]=2)=[O:12])[CH2:9][CH2:10]1. The yield is 0.730. (4) The reactants are Cl.[NH2:2][CH2:3][CH2:4][CH2:5][CH2:6][CH2:7][C:8]([NH:10][C:11]1[CH:12]=[C:13]([O:21][CH2:22][C:23]2[CH:28]=[CH:27][CH:26]=[CH:25][CH:24]=2)[CH:14]=[C:15]2[C:20]=1[N:19]=[CH:18][CH:17]=[CH:16]2)=[O:9].[S:29](N)([NH2:32])(=[O:31])=[O:30]. The catalyst is C(N(CC)CC)C.C1(C)C=CC=CC=1. The product is [CH2:22]([O:21][C:13]1[CH:14]=[C:15]2[C:20](=[C:11]([NH:10][C:8](=[O:9])[CH2:7][CH2:6][CH2:5][CH2:4][CH2:3][NH:2][S:29](=[O:31])(=[O:30])[NH2:32])[CH:12]=1)[N:19]=[CH:18][CH:17]=[CH:16]2)[C:23]1[CH:28]=[CH:27][CH:26]=[CH:25][CH:24]=1. The yield is 0.100.